From a dataset of TCR-epitope binding with 47,182 pairs between 192 epitopes and 23,139 TCRs. Binary Classification. Given a T-cell receptor sequence (or CDR3 region) and an epitope sequence, predict whether binding occurs between them. (1) The epitope is FLPRVFSAV. The TCR CDR3 sequence is CASSNTRTSGDYEQYF. Result: 1 (the TCR binds to the epitope). (2) The epitope is GLCTLVAML. The TCR CDR3 sequence is CASSLAWGRDYTEAFF. Result: 1 (the TCR binds to the epitope). (3) The epitope is CLGGLLTMV. The TCR CDR3 sequence is CASSQVLEGETQYF. Result: 0 (the TCR does not bind to the epitope). (4) The epitope is LPPAYTNSF. The TCR CDR3 sequence is CASSSVETQYF. Result: 1 (the TCR binds to the epitope). (5) The epitope is YVLDHLIVV. The TCR CDR3 sequence is CSVGDSYGYTF. Result: 0 (the TCR does not bind to the epitope).